Predict the reactants needed to synthesize the given product. From a dataset of Full USPTO retrosynthesis dataset with 1.9M reactions from patents (1976-2016). (1) Given the product [C:14]([C:11]1[CH:12]=[CH:13][C:8]([C:5]2([O:4][CH:1]([CH3:3])[CH3:2])[CH2:6][CH2:7]2)=[CH:9][CH:10]=1)#[CH:15], predict the reactants needed to synthesize it. The reactants are: [CH:1]([O:4][C:5]1([C:8]2[CH:13]=[CH:12][C:11]([C:14]#[C:15][Si](C)(C)C)=[CH:10][CH:9]=2)[CH2:7][CH2:6]1)([CH3:3])[CH3:2].C(=O)([O-])[O-].[K+].[K+]. (2) Given the product [Br:11][C:12]1[CH:13]=[C:10]([C:9]#[N:6])[S:15][C:16]=1[Cl:17], predict the reactants needed to synthesize it. The reactants are: Cl.NO.C([N:6]([CH2:9][CH3:10])CC)C.[Br:11][C:12]1[CH:13]=C(C=O)[S:15][C:16]=1[Cl:17].C1(=O)OC(=O)C2=CC=CC=C12.